Dataset: Forward reaction prediction with 1.9M reactions from USPTO patents (1976-2016). Task: Predict the product of the given reaction. (1) Given the reactants [F:1][C:2]1[CH:3]=[C:4]([CH:9]=[CH:10][C:11]2[CH:16]=[CH:15][C:14]([O:17]C(=O)C)=[CH:13][CH:12]=2)[CH:5]=[C:6]([F:8])[CH:7]=1.Cl, predict the reaction product. The product is: [F:1][C:2]1[CH:3]=[C:4]([CH:9]=[CH:10][C:11]2[CH:16]=[CH:15][C:14]([OH:17])=[CH:13][CH:12]=2)[CH:5]=[C:6]([F:8])[CH:7]=1. (2) The product is: [S:47]1[CH:48]=[CH:49][N:50]=[C:46]1[NH:45][C:11]([C:8]1[CH:9]=[CH:10][C:5]2[NH:4][CH2:3][CH2:2][O:1][C:6]=2[CH:7]=1)=[O:13]. Given the reactants [O:1]1[C:6]2[CH:7]=[C:8]([C:11]([OH:13])=O)[CH:9]=[CH:10][C:5]=2[NH:4][CH2:3][CH2:2]1.CCN(C(C)C)C(C)C.Cl.CN(C)CCCN=C=NCC.ON1C2C=CC=CC=2N=N1.[NH2:45][C:46]1[S:47][CH:48]=[CH:49][N:50]=1.Cl, predict the reaction product.